This data is from Forward reaction prediction with 1.9M reactions from USPTO patents (1976-2016). The task is: Predict the product of the given reaction. (1) Given the reactants [S:1]1[CH:5]=[CH:4][C:3]([C@H:6]2[C@H:15]3[CH2:16][CH2:17][N:18]([C:19]([C@H:21]4[CH2:26][CH2:25][CH2:24][CH2:23][C@H:22]4[NH:27][C:28](=[O:35])[C:29]4[CH:34]=[CH:33][CH:32]=[CH:31][CH:30]=4)=[O:20])[C@H:14]3[C:13]3[CH:12]=[CH:11][CH:10]=[CH:9][C:8]=3[NH:7]2)=[CH:2]1.S1C=CC([C@H]2[C@@H]3CCN(C([C@H]4CCCC[C@H]4NC(=O)C4C=CC=CC=4)=O)[C@@H]3C3C=CC=CC=3N2)=C1, predict the reaction product. The product is: [S:1]1[CH:5]=[CH:4][C:3]([C:6]2[C:15]3[CH2:16][CH2:17][N:18]([C:19]([C@H:21]4[CH2:26][CH2:25][CH2:24][CH2:23][C@H:22]4[NH:27][C:28](=[O:35])[C:29]4[CH:34]=[CH:33][CH:32]=[CH:31][CH:30]=4)=[O:20])[C:14]=3[C:13]3[CH:12]=[CH:11][CH:10]=[CH:9][C:8]=3[N:7]=2)=[CH:2]1. (2) The product is: [NH2:8][C:6]1[CH:7]=[C:2]([Cl:1])[C:3]([C:11]#[N:12])=[N:4][CH:5]=1. Given the reactants [Cl:1][C:2]1[C:3]([C:11]#[N:12])=[N:4][CH:5]=[C:6]([N+:8]([O-])=O)[CH:7]=1, predict the reaction product.